This data is from Reaction yield outcomes from USPTO patents with 853,638 reactions. The task is: Predict the reaction yield, written as a fraction of the theoretical maximum amount of product (1.0 means a 100% yield; for example, 0.34 means a 34% yield). The reactants are [Cl:1][C:2]1[N:7]=[C:6]([NH:8][C:9](=[O:14])[C:10]([CH3:13])([CH3:12])[CH3:11])[CH:5]=[CH:4][CH:3]=1.[Li]CCCC.CN([CH:23]=[O:24])C.Cl.C([O-])([O-])=O.[K+].[K+]. The catalyst is C1COCC1. The product is [Cl:1][C:2]1[N:7]=[C:6]([NH:8][C:9](=[O:14])[C:10]([CH3:11])([CH3:13])[CH3:12])[C:5]([CH:23]=[O:24])=[CH:4][CH:3]=1. The yield is 0.590.